Predict the product of the given reaction. From a dataset of Forward reaction prediction with 1.9M reactions from USPTO patents (1976-2016). (1) Given the reactants [F:1][C:2]1[CH:3]=[CH:4][C:5]([O:19][CH3:20])=[C:6]([C:8]([CH3:18])([CH3:17])[CH2:9][C:10]2([C:13]([F:16])([F:15])[F:14])[CH2:12][O:11]2)[CH:7]=1.[NH2:21][C:22]1[CH:30]=[C:29]([CH3:31])[CH:28]=[C:27]2[C:23]=1[CH:24]=[N:25][N:26]2[C:32]1[CH:33]=[C:34]([CH:39]=[CH:40][CH:41]=1)[C:35]([O:37][CH3:38])=[O:36].FC(F)(F)S([O-])(=O)=O.[Yb+3].FC(F)(F)S([O-])(=O)=O.FC(F)(F)S([O-])(=O)=O.C(OCC)(=O)C, predict the reaction product. The product is: [F:1][C:2]1[CH:3]=[CH:4][C:5]([O:19][CH3:20])=[C:6]([C:8]([CH3:18])([CH3:17])[CH2:9][C:10]([OH:11])([C:13]([F:16])([F:15])[F:14])[CH2:12][NH:21][C:22]2[CH:30]=[C:29]([CH3:31])[CH:28]=[C:27]3[C:23]=2[CH:24]=[N:25][N:26]3[C:32]2[CH:33]=[C:34]([CH:39]=[CH:40][CH:41]=2)[C:35]([O:37][CH3:38])=[O:36])[CH:7]=1. (2) Given the reactants [CH:1]1([N:6]2[C:14]3[CH:13]=[CH:12][NH:11][C:10](=[O:15])[C:9]=3[C:8]([C:16]3[CH:17]=[C:18]([C:21]([O:23]C)=[O:22])[S:19][CH:20]=3)=[N:7]2)[CH2:5][CH2:4][CH2:3][CH2:2]1.C1COCC1.[OH-].[Na+].Cl, predict the reaction product. The product is: [CH:1]1([N:6]2[C:14]3[CH:13]=[CH:12][NH:11][C:10](=[O:15])[C:9]=3[C:8]([C:16]3[CH:17]=[C:18]([C:21]([OH:23])=[O:22])[S:19][CH:20]=3)=[N:7]2)[CH2:2][CH2:3][CH2:4][CH2:5]1. (3) Given the reactants Br[C:2]1[CH:7]=[C:6]([NH2:8])[C:5]([CH3:9])=[CH:4][N:3]=1.C(=O)([O-])[O-].[Na+].[Na+].[F:16][C:17]1[CH:22]=[CH:21][C:20]([F:23])=[CH:19][C:18]=1B(O)O, predict the reaction product. The product is: [F:16][C:17]1[CH:22]=[CH:21][C:20]([F:23])=[CH:19][C:18]=1[C:2]1[CH:7]=[C:6]([NH2:8])[C:5]([CH3:9])=[CH:4][N:3]=1. (4) Given the reactants [CH3:1][O:2][C:3](=[O:29])[CH2:4][CH:5]([C:10]1[CH:15]=[CH:14][C:13]([O:16][CH2:17][CH:18]2[CH2:23][CH2:22][CH2:21][C:20]3([CH2:28][CH2:27][CH2:26][CH2:25][CH2:24]3)[CH2:19]2)=[CH:12][CH:11]=1)[C:6]([NH:8][CH3:9])=O.[N-:30]=[N+:31]=[N-:32].[Na+].FC(F)(F)S(OS(C(F)(F)F)(=O)=O)(=O)=O.C(=O)(O)[O-].[Na+], predict the reaction product. The product is: [CH3:1][O:2][C:3](=[O:29])[CH2:4][CH:5]([C:6]1[N:8]([CH3:9])[N:32]=[N:31][N:30]=1)[C:10]1[CH:15]=[CH:14][C:13]([O:16][CH2:17][CH:18]2[CH2:23][CH2:22][CH2:21][C:20]3([CH2:28][CH2:27][CH2:26][CH2:25][CH2:24]3)[CH2:19]2)=[CH:12][CH:11]=1. (5) Given the reactants Br.[NH:2]1[CH2:6][CH2:5][C@H:4]([S:7][C:8]2[CH:13]=[CH:12][C:11]([OH:14])=[CH:10][CH:9]=2)[CH2:3]1.[C:15]1([CH2:21][CH2:22][CH2:23][CH:24]=O)[CH:20]=[CH:19][CH:18]=[CH:17][CH:16]=1, predict the reaction product. The product is: [C:15]1([CH2:21][CH2:22][CH2:23][CH2:24][N:2]2[CH2:6][CH2:5][C@H:4]([S:7][C:8]3[CH:13]=[CH:12][C:11]([OH:14])=[CH:10][CH:9]=3)[CH2:3]2)[CH:20]=[CH:19][CH:18]=[CH:17][CH:16]=1. (6) Given the reactants [CH3:1][N:2]1[CH:6]=[CH:5][C:4]([NH:7][C:8]([C:10]2[C:15](Br)=[CH:14][CH:13]=[C:12]([CH3:17])[N:11]=2)=[O:9])=[N:3]1.[NH2:18][C:19]1[CH:24]=[N:23][CH:22]=[CH:21][N:20]=1, predict the reaction product. The product is: [CH3:1][N:2]1[CH:6]=[CH:5][C:4]([NH:7][C:8]([C:10]2[C:15]([NH:18][C:19]3[CH:24]=[N:23][CH:22]=[CH:21][N:20]=3)=[CH:14][CH:13]=[C:12]([CH3:17])[N:11]=2)=[O:9])=[N:3]1. (7) Given the reactants COC1C=C(OC)C=CC=1C[N:6]1[C:14]([CH3:16])([CH3:15])[C:13]2[C:12]([F:17])=[C:11]([NH:18][C@@H:19]3[CH2:24][CH2:23][CH2:22][CH2:21][C@@H:20]3[NH:25]C(=O)OC(C)(C)C)[N:10]=[C:9]([C:33]3[CH:34]=[N:35][N:36]([CH3:38])[CH:37]=3)[C:8]=2[C:7]1=[O:39].[C:46]([OH:52])([C:48]([F:51])([F:50])[F:49])=[O:47], predict the reaction product. The product is: [NH2:25][C@H:20]1[CH2:21][CH2:22][CH2:23][CH2:24][C@H:19]1[NH:18][C:11]1[N:10]=[C:9]([C:33]2[CH:34]=[N:35][N:36]([CH3:38])[CH:37]=2)[C:8]2[C:7](=[O:39])[NH:6][C:14]([CH3:16])([CH3:15])[C:13]=2[C:12]=1[F:17].[C:46]([OH:52])([C:48]([F:51])([F:50])[F:49])=[O:47].